The task is: Predict the reactants needed to synthesize the given product.. This data is from Full USPTO retrosynthesis dataset with 1.9M reactions from patents (1976-2016). (1) Given the product [CH2:1]([NH:3][C:4]([NH:6][C:7]1[CH:8]=[CH:9][C:10]([C:13]2[N:14]=[C:15]([N:23]3[CH2:28][CH2:27][CH:26]([O:29][CH3:30])[CH2:25][CH2:24]3)[C:16]3[CH2:22][CH2:21][N:20]([C:32]4[N:37]=[CH:36][C:35]([F:38])=[CH:34][N:33]=4)[CH2:19][C:17]=3[N:18]=2)=[CH:11][CH:12]=1)=[O:5])[CH3:2], predict the reactants needed to synthesize it. The reactants are: [CH2:1]([NH:3][C:4]([NH:6][C:7]1[CH:12]=[CH:11][C:10]([C:13]2[N:14]=[C:15]([N:23]3[CH2:28][CH2:27][CH:26]([O:29][CH3:30])[CH2:25][CH2:24]3)[C:16]3[CH2:22][CH2:21][NH:20][CH2:19][C:17]=3[N:18]=2)=[CH:9][CH:8]=1)=[O:5])[CH3:2].Cl[C:32]1[N:37]=[CH:36][C:35]([F:38])=[CH:34][N:33]=1. (2) Given the product [C:1]([C:3]1[CH:11]=[CH:10][C:6]([C:7](/[N:9]=[CH:15]/[N:16]([CH3:18])[CH3:17])=[O:8])=[CH:5][CH:4]=1)#[N:2], predict the reactants needed to synthesize it. The reactants are: [C:1]([C:3]1[CH:11]=[CH:10][C:6]([C:7]([NH2:9])=[O:8])=[CH:5][CH:4]=1)#[N:2].C(O[CH:15](OCC)[N:16]([CH3:18])[CH3:17])C. (3) The reactants are: [ClH:1].Cl.[CH3:3][C@H:4]1[NH:9][CH2:8][CH2:7][N:6]([CH2:10][C@@H:11]([C:23]2([OH:29])[CH2:28][CH2:27][CH2:26][CH2:25][CH2:24]2)[C:12]2[CH:17]=[CH:16][CH:15]=[C:14]([O:18][C:19]([F:22])([F:21])[F:20])[CH:13]=2)[CH2:5]1.[CH3:30]O. Given the product [ClH:1].[ClH:1].[CH3:3][C@H:4]1[N:9]([CH3:30])[CH2:8][CH2:7][N:6]([CH2:10][C@@H:11]([C:23]2([OH:29])[CH2:28][CH2:27][CH2:26][CH2:25][CH2:24]2)[C:12]2[CH:17]=[CH:16][CH:15]=[C:14]([O:18][C:19]([F:22])([F:21])[F:20])[CH:13]=2)[CH2:5]1, predict the reactants needed to synthesize it. (4) Given the product [NH2:18][C:19]1[N:20]=[C:21]([S:28][CH3:29])[C:22]([C:26]#[N:27])=[C:23]([S:25][CH:2]2[CH2:6][CH2:5][N:4]([C:7]3[CH:12]=[CH:11][CH:10]=[C:9]([C:13]([F:16])([F:15])[F:14])[CH:8]=3)[C:3]2=[O:17])[N:24]=1, predict the reactants needed to synthesize it. The reactants are: Br[CH:2]1[CH2:6][CH2:5][N:4]([C:7]2[CH:12]=[CH:11][CH:10]=[C:9]([C:13]([F:16])([F:15])[F:14])[CH:8]=2)[C:3]1=[O:17].[NH2:18][C:19]1[N:24]=[C:23]([SH:25])[C:22]([C:26]#[N:27])=[C:21]([S:28][CH3:29])[N:20]=1.C(=O)([O-])[O-].[K+].[K+]. (5) Given the product [C:43]([CH2:42][CH2:41][C:10]1[C:11]([CH2:15][CH2:16][CH2:17][CH2:18][CH2:19][CH2:20][O:21][C:22]2[CH:23]=[C:24]([C:33]3[CH:38]=[CH:37][C:36]([F:39])=[C:35]([F:40])[CH:34]=3)[CH:25]=[C:26]([S:28]([CH2:31][CH3:32])(=[O:29])=[O:30])[CH:27]=2)=[CH:12][CH:13]=[CH:14][C:9]=1[O:8][CH2:7][CH2:6][CH2:5][C:4]([OH:48])=[O:3])([OH:45])=[O:44], predict the reactants needed to synthesize it. The reactants are: C([O:3][C:4](=[O:48])[CH2:5][CH2:6][CH2:7][O:8][C:9]1[CH:14]=[CH:13][CH:12]=[C:11]([CH2:15][CH2:16][CH2:17][CH2:18][CH2:19][CH2:20][O:21][C:22]2[CH:23]=[C:24]([C:33]3[CH:38]=[CH:37][C:36]([F:39])=[C:35]([F:40])[CH:34]=3)[CH:25]=[C:26]([S:28]([CH2:31][CH3:32])(=[O:30])=[O:29])[CH:27]=2)[C:10]=1[CH2:41][CH2:42][C:43]([O:45]CC)=[O:44])C.[OH-].[Na+]. (6) Given the product [Cl:23][C:24]1[CH:34]=[C:33]([C:35]2[CH2:40][CH2:39][C:38](=[O:41])[NH:37][N:36]=2)[CH:32]=[CH:31][C:25]=1[O:26][CH2:27][C:28]([NH:13][CH2:21][CH2:16][NH:17][C:18](=[O:65])[CH:19]([C:49]1[CH:54]=[CH:53][C:52]([O:55][CH2:56][C@@H:57]([OH:63])[CH2:58][NH:59][CH:60]([CH3:61])[CH3:62])=[CH:51][CH:50]=1)[CH3:20])=[O:30], predict the reactants needed to synthesize it. The reactants are: Cl.CN(C)CCCN=C=NCC.[N:13]1[C:21]2[C:16](=[N:17][CH:18]=[CH:19][CH:20]=2)N(O)N=1.[Cl:23][C:24]1[CH:34]=[C:33]([C:35]2[CH2:40][CH2:39][C:38](=[O:41])[NH:37][N:36]=2)[CH:32]=[CH:31][C:25]=1[O:26][CH2:27][C:28]([OH:30])=O.NCCNC(=O)CC[C:49]1[CH:54]=[CH:53][C:52]([O:55][CH2:56][C@@H:57]([OH:63])[CH2:58][NH:59][CH:60]([CH3:62])[CH3:61])=[CH:51][CH:50]=1.[OH-:65].[Na+]. (7) Given the product [NH2:1][C:2]1[N:6]([C:7]2[CH:12]=[C:11]([S:13][CH2:14][C:15]([F:16])([F:17])[F:18])[C:10]([CH3:19])=[CH:9][C:8]=2[F:20])[N:5]=[C:4]([O:21][CH2:22][C:23]([F:28])([F:29])[C:24]([F:25])([F:27])[F:26])[C:3]=1[Cl:30], predict the reactants needed to synthesize it. The reactants are: [NH2:1][C:2]1[N:6]([C:7]2[CH:12]=[C:11]([S:13][CH2:14][C:15]([F:18])([F:17])[F:16])[C:10]([CH3:19])=[CH:9][C:8]=2[F:20])[N:5]=[C:4]([O:21][CH2:22][C:23]([F:29])([F:28])[C:24]([F:27])([F:26])[F:25])[CH:3]=1.[Cl:30]N1C(=O)CCC1=O.